From a dataset of Full USPTO retrosynthesis dataset with 1.9M reactions from patents (1976-2016). Predict the reactants needed to synthesize the given product. (1) Given the product [CH:1]([C:3]1[N:4]([CH2:9][C:8]([O:11][CH2:12][CH3:13])=[O:10])[CH:5]=[CH:6][N:7]=1)=[O:2], predict the reactants needed to synthesize it. The reactants are: [CH:1]([C:3]1[NH:4][CH:5]=[CH:6][N:7]=1)=[O:2].[C:8]([O:11][CH2:12][CH2:13]Br)(=[O:10])[CH3:9].C(=O)([O-])[O-].[K+].[K+]. (2) Given the product [CH3:19][N:5]1[C:6]([CH2:7][CH2:8][C:9]2[CH:14]=[CH:13][C:12]([C:15]([F:18])([F:17])[F:16])=[CH:11][CH:10]=2)=[C:2]([C:20]#[N:21])[CH:3]=[N:4]1, predict the reactants needed to synthesize it. The reactants are: I[C:2]1[CH:3]=[N:4][N:5]([CH3:19])[C:6]=1[CH2:7][CH2:8][C:9]1[CH:14]=[CH:13][C:12]([C:15]([F:18])([F:17])[F:16])=[CH:11][CH:10]=1.[CH3:20][N:21](C)C=O. (3) Given the product [CH3:1][O:2][CH2:3][C:4]([O:6][Si:8]([CH3:10])([CH3:9])[CH3:7])=[O:5], predict the reactants needed to synthesize it. The reactants are: [CH3:1][O:2][CH2:3][C:4]([OH:6])=[O:5].[CH3:7][Si:8](N[Si:8]([CH3:10])([CH3:9])[CH3:7])([CH3:10])[CH3:9].[Si](Cl)(C)(C)C. (4) Given the product [C:15]1([CH3:1])[CH:14]=[CH:25][CH:24]=[CH:23][C:16]=1[O:17][CH2:18][CH2:19][C:20]([OH:22])=[O:21], predict the reactants needed to synthesize it. The reactants are: [CH3:1]C1C=CC=CC=1OCCC#N.C[C:14]1[CH:15]=[C:16]([CH:23]=[CH:24][C:25]=1C)[O:17][CH2:18][CH2:19][C:20]([OH:22])=[O:21]. (5) Given the product [CH3:22][O:23][C:24]1[CH:25]=[C:26]2[C:31](=[CH:32][CH:33]=1)[CH:30]=[C:29]([CH:34]([CH3:38])[C:35]([O:10][C@@H:9]([C:11]1[CH:16]=[CH:15][C:14]([O:17][CH3:18])=[C:13]([O:19][CH3:20])[CH:12]=1)[CH2:8][C:7]1[C:2]([Cl:1])=[CH:3][N:4]=[CH:5][C:6]=1[Cl:21])=[O:36])[CH:28]=[CH:27]2, predict the reactants needed to synthesize it. The reactants are: [Cl:1][C:2]1[CH:3]=[N:4][CH:5]=[C:6]([Cl:21])[C:7]=1[CH2:8][CH:9]([C:11]1[CH:16]=[CH:15][C:14]([O:17][CH3:18])=[C:13]([O:19][CH3:20])[CH:12]=1)[OH:10].[CH3:22][O:23][C:24]1[CH:25]=[C:26]2[C:31](=[CH:32][CH:33]=1)[CH:30]=[C:29]([C@@H:34]([CH3:38])[C:35](O)=[O:36])[CH:28]=[CH:27]2.C(Cl)CCl.O. (6) Given the product [CH3:11][O:12][CH2:13][CH:14]1[CH2:18][N:17]([C:19]2[CH:20]=[N:21][N:22]3[CH2:27][C@H:26]([CH3:28])[N:25]([C:29]([NH:5][C:4]4[CH:3]=[C:2]([F:1])[C:8]([F:9])=[C:7]([F:10])[CH:6]=4)=[O:30])[CH2:24][C:23]=23)[C:16](=[O:36])[CH2:15]1, predict the reactants needed to synthesize it. The reactants are: [F:1][C:2]1[CH:3]=[C:4]([CH:6]=[C:7]([F:10])[C:8]=1[F:9])[NH2:5].[CH3:11][O:12][CH2:13][CH:14]1[CH2:18][N:17]([C:19]2[CH:20]=[N:21][N:22]3[CH2:27][C@H:26]([CH3:28])[N:25]([C:29](OC(C)(C)C)=[O:30])[CH2:24][C:23]=23)[C:16](=[O:36])[CH2:15]1.FC1C=CC(C2C=NN3CCN(C(OC(C)(C)C)=O)CC=23)=CC=1. (7) Given the product [Br:15][C:16]1[CH:23]=[CH:22][CH:21]=[CH:20][C:17]=1[CH2:18][NH:19][C:2]1[N:7]=[C:6]([S:8][C:9]#[N:10])[C:5]([N+:11]([O-:13])=[O:12])=[CH:4][N:3]=1, predict the reactants needed to synthesize it. The reactants are: Cl[C:2]1[N:7]=[C:6]([S:8][C:9]#[N:10])[C:5]([N+:11]([O-:13])=[O:12])=[CH:4][N:3]=1.Cl.[Br:15][C:16]1[CH:23]=[CH:22][CH:21]=[CH:20][C:17]=1[CH2:18][NH2:19].C(N(CC)CC)C. (8) Given the product [Br:1][C:2]1[CH:3]=[CH:4][C:5]([N:10]2[CH2:13][CH:12]([OH:14])[CH2:11]2)=[N:6][CH:7]=1, predict the reactants needed to synthesize it. The reactants are: [Br:1][C:2]1[CH:3]=[CH:4][C:5](F)=[N:6][CH:7]=1.Cl.[NH:10]1[CH2:13][CH:12]([OH:14])[CH2:11]1.N12CCCN=C1CCCCC2.